From a dataset of NCI-60 drug combinations with 297,098 pairs across 59 cell lines. Regression. Given two drug SMILES strings and cell line genomic features, predict the synergy score measuring deviation from expected non-interaction effect. (1) Drug 1: CC1C(C(CC(O1)OC2CC(CC3=C2C(=C4C(=C3O)C(=O)C5=C(C4=O)C(=CC=C5)OC)O)(C(=O)CO)O)N)O.Cl. Drug 2: CCC1(C2=C(COC1=O)C(=O)N3CC4=CC5=C(C=CC(=C5CN(C)C)O)N=C4C3=C2)O.Cl. Cell line: LOX IMVI. Synergy scores: CSS=48.2, Synergy_ZIP=-4.55, Synergy_Bliss=-3.00, Synergy_Loewe=-0.565, Synergy_HSA=2.12. (2) Drug 1: COC1=NC(=NC2=C1N=CN2C3C(C(C(O3)CO)O)O)N. Drug 2: COCCOC1=C(C=C2C(=C1)C(=NC=N2)NC3=CC=CC(=C3)C#C)OCCOC.Cl. Cell line: SR. Synergy scores: CSS=4.99, Synergy_ZIP=-1.16, Synergy_Bliss=1.90, Synergy_Loewe=2.78, Synergy_HSA=1.19. (3) Drug 1: CNC(=O)C1=CC=CC=C1SC2=CC3=C(C=C2)C(=NN3)C=CC4=CC=CC=N4. Drug 2: CC12CCC(CC1=CCC3C2CCC4(C3CC=C4C5=CN=CC=C5)C)O. Cell line: NCI-H460. Synergy scores: CSS=7.31, Synergy_ZIP=-1.06, Synergy_Bliss=6.55, Synergy_Loewe=3.24, Synergy_HSA=5.18. (4) Drug 1: CC1=C2C(C(=O)C3(C(CC4C(C3C(C(C2(C)C)(CC1OC(=O)C(C(C5=CC=CC=C5)NC(=O)C6=CC=CC=C6)O)O)OC(=O)C7=CC=CC=C7)(CO4)OC(=O)C)O)C)OC(=O)C. Cell line: SW-620. Synergy scores: CSS=66.4, Synergy_ZIP=-0.579, Synergy_Bliss=-1.79, Synergy_Loewe=-2.91, Synergy_HSA=3.99. Drug 2: C1CCC(C(C1)N)N.C(=O)(C(=O)[O-])[O-].[Pt+4]. (5) Drug 1: C1CCC(C1)C(CC#N)N2C=C(C=N2)C3=C4C=CNC4=NC=N3. Drug 2: C(=O)(N)NO. Cell line: HOP-92. Synergy scores: CSS=8.23, Synergy_ZIP=-2.80, Synergy_Bliss=0.765, Synergy_Loewe=-0.397, Synergy_HSA=0.399. (6) Drug 1: CCC1=CC2CC(C3=C(CN(C2)C1)C4=CC=CC=C4N3)(C5=C(C=C6C(=C5)C78CCN9C7C(C=CC9)(C(C(C8N6C)(C(=O)OC)O)OC(=O)C)CC)OC)C(=O)OC.C(C(C(=O)O)O)(C(=O)O)O. Drug 2: CNC(=O)C1=NC=CC(=C1)OC2=CC=C(C=C2)NC(=O)NC3=CC(=C(C=C3)Cl)C(F)(F)F. Cell line: OVCAR-4. Synergy scores: CSS=28.3, Synergy_ZIP=-8.81, Synergy_Bliss=-0.637, Synergy_Loewe=-0.348, Synergy_HSA=0.884. (7) Drug 1: CC1=C(C=C(C=C1)NC2=NC=CC(=N2)N(C)C3=CC4=NN(C(=C4C=C3)C)C)S(=O)(=O)N.Cl. Drug 2: CS(=O)(=O)OCCCCOS(=O)(=O)C. Cell line: OVCAR-8. Synergy scores: CSS=-1.94, Synergy_ZIP=-3.68, Synergy_Bliss=-5.81, Synergy_Loewe=-7.19, Synergy_HSA=-5.44.